Dataset: Aqueous solubility values for 9,982 compounds from the AqSolDB database. Task: Regression/Classification. Given a drug SMILES string, predict its absorption, distribution, metabolism, or excretion properties. Task type varies by dataset: regression for continuous measurements (e.g., permeability, clearance, half-life) or binary classification for categorical outcomes (e.g., BBB penetration, CYP inhibition). For this dataset (solubility_aqsoldb), we predict Y. (1) The molecule is CCOC1CC(C)CC(C)(C)C1. The Y is -4.13 log mol/L. (2) The drug is Cc1cc(C)c(S(=O)(=O)O)c(C)c1Nc1ccc(Nc2c(C)cc(C)c(S(=O)(=O)O)c2C)c2c1C(=O)c1ccccc1C2=O.NCCCCCCN. The Y is -2.82 log mol/L. (3) The compound is Nc1ccc(S(=O)(=O)O)c2ccccc12. The Y is -2.91 log mol/L. (4) The compound is C#CCCCC#C. The Y is -1.75 log mol/L.